From a dataset of Full USPTO retrosynthesis dataset with 1.9M reactions from patents (1976-2016). Predict the reactants needed to synthesize the given product. (1) Given the product [CH2:1]([N:8]1[C:14](=[O:15])[C:13]2[CH:16]=[CH:17][N:18]=[C:19]([Cl:24])[C:12]=2[O:11][CH2:10][CH2:9]1)[C:2]1[CH:7]=[CH:6][CH:5]=[CH:4][CH:3]=1, predict the reactants needed to synthesize it. The reactants are: [CH2:1]([N:8]1[C:14](=[O:15])[C:13]2[CH:16]=[CH:17][N+:18]([O-])=[CH:19][C:12]=2[O:11][CH2:10][CH2:9]1)[C:2]1[CH:7]=[CH:6][CH:5]=[CH:4][CH:3]=1.O.P(Cl)(Cl)([Cl:24])=O. (2) Given the product [NH2:20][C@H:10]([CH2:9][O:8][Si:1]([C:4]([CH3:7])([CH3:6])[CH3:5])([CH3:2])[CH3:3])[CH2:11][NH:12][C:13](=[O:19])[O:14][C:15]([CH3:17])([CH3:18])[CH3:16], predict the reactants needed to synthesize it. The reactants are: [Si:1]([O:8][CH2:9][C@@H:10]([NH:20]C(C1C=CC=CC=1)(C1C=CC=CC=1)C1C=CC=CC=1)[CH2:11][NH:12][C:13](=[O:19])[O:14][C:15]([CH3:18])([CH3:17])[CH3:16])([C:4]([CH3:7])([CH3:6])[CH3:5])([CH3:3])[CH3:2].B(F)(F)F.CCOCC.[OH-].[Na+]. (3) The reactants are: [NH2:1][C:2]1[CH:35]=[CH:34][C:5]([CH2:6][C@H:7]2[CH2:11][CH2:10][C@H:9]([C@H:12]([O:19][Si](C(C)(C)C)(C)C)[C:13]3[CH:18]=[CH:17][CH:16]=[CH:15][CH:14]=3)[N:8]2C(OC(C)(C)C)=O)=[CH:4][CH:3]=1.[F:36][C:37]([F:60])([F:59])[C:38]1[CH:43]=[CH:42][C:41]([C:44]2[N:45]=[C:46]([C:49]3[CH:54]=[CH:53][C:52]([S:55](Cl)(=[O:57])=[O:56])=[CH:51][CH:50]=3)[S:47][CH:48]=2)=[CH:40][CH:39]=1. Given the product [OH:19][C@H:12]([C:13]1[CH:18]=[CH:17][CH:16]=[CH:15][CH:14]=1)[C@@H:9]1[NH:8][C@@H:7]([CH2:6][C:5]2[CH:34]=[CH:35][C:2]([NH:1][S:55]([C:52]3[CH:53]=[CH:54][C:49]([C:46]4[S:47][CH:48]=[C:44]([C:41]5[CH:42]=[CH:43][C:38]([C:37]([F:60])([F:59])[F:36])=[CH:39][CH:40]=5)[N:45]=4)=[CH:50][CH:51]=3)(=[O:57])=[O:56])=[CH:3][CH:4]=2)[CH2:11][CH2:10]1, predict the reactants needed to synthesize it. (4) Given the product [F:10][C:6]1[CH:5]=[C:4]([C:11]2[O:12][C:13]3[C:18]([C:19](=[O:21])[CH:20]=2)=[CH:17][CH:16]=[CH:15][CH:14]=3)[CH:3]=[C:2]([F:1])[C:7]=1[OH:8], predict the reactants needed to synthesize it. The reactants are: [F:1][C:2]1[CH:3]=[C:4]([C:11]2[O:12][C:13]3[C:18]([C:19](=[O:21])[CH:20]=2)=[CH:17][CH:16]=[CH:15][CH:14]=3)[CH:5]=[C:6]([F:10])[C:7]=1[O:8]C.CC(O)=O.O. (5) Given the product [CH3:1][O:2][C:3]1[CH:4]=[C:5]2[C:10](=[CH:11][CH:12]=1)[CH:9]=[C:8]([C:13]#[C:14][C:15]1[CH:20]=[CH:19][C:18]([N:21]3[C:30](=[O:31])[C:29]4[C:24](=[CH:25][CH:26]=[CH:27][CH:28]=4)[N:23]=[C:22]3/[CH:32]=[CH:39]/[C:38]3[CH:41]=[C:42]([O:46][CH3:47])[C:43]([O:44][CH3:45])=[C:36]([O:35][CH3:34])[CH:37]=3)=[C:17]([CH3:33])[CH:16]=1)[CH:7]=[CH:6]2, predict the reactants needed to synthesize it. The reactants are: [CH3:1][O:2][C:3]1[CH:4]=[C:5]2[C:10](=[CH:11][CH:12]=1)[CH:9]=[C:8]([C:13]#[C:14][C:15]1[CH:20]=[CH:19][C:18]([N:21]3[C:30](=[O:31])[C:29]4[C:24](=[CH:25][CH:26]=[CH:27][CH:28]=4)[N:23]=[C:22]3[CH3:32])=[C:17]([CH3:33])[CH:16]=1)[CH:7]=[CH:6]2.[CH3:34][O:35][C:36]1[CH:37]=[C:38]([CH:41]=[C:42]([O:46][CH3:47])[C:43]=1[O:44][CH3:45])[CH:39]=O. (6) Given the product [ClH:3].[Cl:3][C:5]([C:8]1[C:16]2[C:11](=[CH:12][CH:13]=[C:14]([CH3:17])[CH:15]=2)[N:10]([C:18]2[CH:27]=[CH:26][C:25]3[C:20](=[CH:21][CH:22]=[CH:23][CH:24]=3)[N:19]=2)[CH:9]=1)=[O:6], predict the reactants needed to synthesize it. The reactants are: S(Cl)([Cl:3])=O.[C:5]([C:8]1[C:16]2[C:11](=[CH:12][CH:13]=[C:14]([CH3:17])[CH:15]=2)[N:10]([C:18]2[CH:27]=[CH:26][C:25]3[C:20](=[CH:21][CH:22]=[CH:23][CH:24]=3)[N:19]=2)[CH:9]=1)(O)=[O:6]. (7) Given the product [CH2:21]([O:20][C:18]([N:12]([CH2:13][CH2:14][CH:15]([CH3:17])[CH3:16])[N:11]=[C:5]([C:6]1[S:7][CH:8]=[CH:9][CH:10]=1)[C:4]([OH:28])=[O:3])=[O:19])[C:22]1[CH:27]=[CH:26][CH:25]=[CH:24][CH:23]=1, predict the reactants needed to synthesize it. The reactants are: C([O:3][C:4](=[O:28])[C:5](=[N:11][N:12]([C:18]([O:20][CH2:21][C:22]1[CH:27]=[CH:26][CH:25]=[CH:24][CH:23]=1)=[O:19])[CH2:13][CH2:14][CH:15]([CH3:17])[CH3:16])[C:6]1[S:7][CH:8]=[CH:9][CH:10]=1)C.[OH-].[Li+].